From a dataset of Full USPTO retrosynthesis dataset with 1.9M reactions from patents (1976-2016). Predict the reactants needed to synthesize the given product. (1) Given the product [CH2:6]([O:8][C:9](=[O:19])[CH2:10][O:11][C:12]1[CH:17]=[CH:16][C:15]([S:2]([Cl:1])(=[O:5])=[O:3])=[CH:14][C:13]=1[CH3:18])[CH3:7], predict the reactants needed to synthesize it. The reactants are: [Cl:1][S:2]([OH:5])(=O)=[O:3].[CH2:6]([O:8][C:9](=[O:19])[CH2:10][O:11][C:12]1[CH:17]=[CH:16][CH:15]=[CH:14][C:13]=1[CH3:18])[CH3:7]. (2) Given the product [F:15][C:12]1[CH:13]=[CH:14][C:9]([O:8][C:5]2[CH:6]=[CH:7][C:2]([NH:26][C:25]3[CH:27]=[CH:28][CH:29]=[C:23]([N:20]4[CH2:19][CH2:18][N:17]([CH3:16])[CH2:22][CH2:21]4)[CH:24]=3)=[N:3][CH:4]=2)=[CH:10][CH:11]=1, predict the reactants needed to synthesize it. The reactants are: Cl[C:2]1[CH:7]=[CH:6][C:5]([O:8][C:9]2[CH:14]=[CH:13][C:12]([F:15])=[CH:11][CH:10]=2)=[CH:4][N:3]=1.[CH3:16][N:17]1[CH2:22][CH2:21][N:20]([C:23]2[CH:24]=[C:25]([CH:27]=[CH:28][CH:29]=2)[NH2:26])[CH2:19][CH2:18]1.C1(P(C2C=CC=CC=2)C2C3OC4C(=CC=CC=4P(C4C=CC=CC=4)C4C=CC=CC=4)C(C)(C)C=3C=CC=2)C=CC=CC=1.C(=O)([O-])[O-].[Cs+].[Cs+]. (3) Given the product [C:28]([OH:37])(=[O:36])[C@@H:29]([C@H:31]([C:33]([OH:35])=[O:34])[OH:32])[OH:30].[CH:1]1[C:10]2[C:5](=[C:6]([NH:11][C@@H:12]3[CH2:16][CH2:15][N:14]([CH2:17][C:18]4[CH:19]=[C:20]([CH:25]=[CH:26][CH:27]=4)[O:21][CH2:22][CH2:23][OH:24])[CH2:13]3)[CH:7]=[CH:8][CH:9]=2)[CH:4]=[CH:3][N:2]=1, predict the reactants needed to synthesize it. The reactants are: [CH:1]1[C:10]2[C:5](=[C:6]([NH:11][C@@H:12]3[CH2:16][CH2:15][N:14]([CH2:17][C:18]4[CH:19]=[C:20]([CH:25]=[CH:26][CH:27]=4)[O:21][CH2:22][CH2:23][OH:24])[CH2:13]3)[CH:7]=[CH:8][CH:9]=2)[CH:4]=[CH:3][N:2]=1.[C:28]([OH:37])(=[O:36])[C@@H:29]([C@H:31]([C:33]([OH:35])=[O:34])[OH:32])[OH:30]. (4) Given the product [CH3:30][C:9]1([CH3:31])[C:10]2[S:16][C:15]([C:17]3[CH:22]=[CH:21][N:20]=[C:19]([NH:23][C:24]4[N:25]([CH3:29])[N:26]=[CH:27][CH:28]=4)[N:18]=3)=[CH:14][C:11]=2[C:12](=[O:13])[N:8]1[CH2:7][CH2:6][N:32]1[CH2:37][CH2:36][S:35][CH2:34][CH2:33]1, predict the reactants needed to synthesize it. The reactants are: CS(O[CH2:6][CH2:7][N:8]1[C:12](=[O:13])[C:11]2[CH:14]=[C:15]([C:17]3[CH:22]=[CH:21][N:20]=[C:19]([NH:23][C:24]4[N:25]([CH3:29])[N:26]=[CH:27][CH:28]=4)[N:18]=3)[S:16][C:10]=2[C:9]1([CH3:31])[CH3:30])(=O)=O.[NH:32]1[CH2:37][CH2:36][S:35][CH2:34][CH2:33]1.C(N(CC)CC)C. (5) Given the product [Br:31][C:32]1[CH:37]=[CH:36][C:35]([O:11][CH:8]2[CH2:9][CH2:10][C:5]3([CH2:1][CH2:2][CH2:3][CH2:4]3)[CH2:6][CH2:7]2)=[CH:34][CH:33]=1, predict the reactants needed to synthesize it. The reactants are: [CH2:1]1[C:5]2([CH2:10][CH2:9][CH:8]([OH:11])[CH2:7][CH2:6]2)[CH2:4][CH2:3][CH2:2]1.C1C=CC(P(C2C=CC=CC=2)C2C=CC=CC=2)=CC=1.[Br:31][C:32]1[CH:37]=[CH:36][C:35](O)=[CH:34][CH:33]=1.CC(OC(/N=N/C(OC(C)C)=O)=O)C. (6) Given the product [CH3:11][O:12][C:13]1[CH:18]=[CH:17][CH:16]=[C:15]([O:19][CH3:20])[C:14]=1[C:2]1[CH:7]=[CH:6][CH:5]=[C:4]([N+:8]([O-:10])=[O:9])[CH:3]=1, predict the reactants needed to synthesize it. The reactants are: Br[C:2]1[CH:7]=[CH:6][CH:5]=[C:4]([N+:8]([O-:10])=[O:9])[CH:3]=1.[CH3:11][O:12][C:13]1[CH:18]=[CH:17][CH:16]=[C:15]([O:19][CH3:20])[C:14]=1B(O)O.C1(P(C2C=CC=CC=2)C2C=CC=CC=2)C=CC=CC=1.C([O-])([O-])=O.[K+].[K+]. (7) Given the product [CH2:1]([O:8][C:9]1[CH:14]=[CH:13][N:12]([CH:15]2[CH2:20][CH2:19][N:18]([C:21]([O:23][C:24]([CH3:27])([CH3:26])[CH3:25])=[O:22])[CH2:17][CH2:16]2)[C:11](=[O:28])[C:10]=1[CH:30]=[CH2:31])[C:2]1[CH:7]=[CH:6][CH:5]=[CH:4][CH:3]=1, predict the reactants needed to synthesize it. The reactants are: [CH2:1]([O:8][C:9]1[CH:14]=[CH:13][N:12]([CH:15]2[CH2:20][CH2:19][N:18]([C:21]([O:23][C:24]([CH3:27])([CH3:26])[CH3:25])=[O:22])[CH2:17][CH2:16]2)[C:11](=[O:28])[C:10]=1I)[C:2]1[CH:7]=[CH:6][CH:5]=[CH:4][CH:3]=1.[CH2:30](N(CC)CC)[CH3:31].ClCCl. (8) The reactants are: C(OC([N:8]1[CH2:13][CH2:12][C:11]([CH2:16][OH:17])([CH2:14][OH:15])[CH2:10][CH2:9]1)=O)(C)(C)C.[ClH:18].O1CCOCC1. Given the product [ClH:18].[NH:8]1[CH2:13][CH2:12][C:11]([CH2:16][OH:17])([CH2:14][OH:15])[CH2:10][CH2:9]1, predict the reactants needed to synthesize it. (9) Given the product [CH:1]([O:4][C:5](=[O:29])[NH:6][C@@H:7]1[CH2:28][C:10]2[N:11]([CH2:20][C:21]3[CH:26]=[CH:25][N:24]=[CH:23][C:22]=3[OH:30])[C:12]3[CH:13]=[CH:14][C:15]([C:18]#[N:19])=[CH:16][C:17]=3[C:9]=2[CH2:8]1)([CH3:3])[CH3:2], predict the reactants needed to synthesize it. The reactants are: [CH:1]([O:4][C:5](=[O:29])[NH:6][C@@H:7]1[CH2:28][C:10]2[N:11]([CH2:20][C:21]3[CH:26]=[CH:25][N:24]=[CH:23][C:22]=3Br)[C:12]3[CH:13]=[CH:14][C:15]([C:18]#[N:19])=[CH:16][C:17]=3[C:9]=2[CH2:8]1)([CH3:3])[CH3:2].[OH-:30].[K+]. (10) Given the product [C:19]([O:8][C:6]1[C:5]2[CH:9]=[CH:10][C:2]([CH3:23])=[CH:3][C:4]=2[O:11][CH:12]=1)(=[O:21])[CH3:18], predict the reactants needed to synthesize it. The reactants are: Cl[C:2]1[CH:10]=[CH:9][C:5]([C:6]([OH:8])=O)=[C:4]([O:11][CH2:12]C(=O)C(=O)C)[CH:3]=1.[CH3:18][C:19]([O-:21])=O.[Na+].[CH3:23]C(O)=O.